Task: Predict which catalyst facilitates the given reaction.. Dataset: Catalyst prediction with 721,799 reactions and 888 catalyst types from USPTO (1) Reactant: [NH2:1][C:2]1[CH:3]=[C:4]([CH:14]=[C:15]([CH3:32])[C:16]=1[N:17]([C:25]([O:27][C:28]([CH3:31])([CH3:30])[CH3:29])=[O:26])[C:18]([O:20][C:21]([CH3:24])([CH3:23])[CH3:22])=[O:19])[O:5][CH2:6][CH2:7][CH2:8][C:9]([O:11][CH2:12][CH3:13])=[O:10].[Cl:33][C:34]1[CH:41]=[C:40]([Cl:42])[CH:39]=[CH:38][C:35]=1[CH2:36]Cl.[Na+].[I-].C([O-])([O-])=O.[K+].[K+].[NH4+].[Cl-]. Product: [C:21]([O:20][C:18]([N:17]([C:25]([O:27][C:28]([CH3:31])([CH3:30])[CH3:29])=[O:26])[C:16]1[C:15]([CH3:32])=[CH:14][C:4]([O:5][CH2:6][CH2:7][CH2:8][C:9]([O:11][CH2:12][CH3:13])=[O:10])=[CH:3][C:2]=1[NH:1][CH2:36][C:35]1[CH:38]=[CH:39][C:40]([Cl:42])=[CH:41][C:34]=1[Cl:33])=[O:19])([CH3:24])([CH3:22])[CH3:23]. The catalyst class is: 3. (2) Reactant: [ClH:1].[Cl:2][C:3]1[C:9]([O:10][CH3:11])=[CH:8][CH:7]=[CH:6][C:4]=1[NH2:5].[C:12](O)(=O)[CH2:13][C:14](O)=O.O(Cl)[Cl:20].[P]. Product: [Cl:1][C:14]1[CH:13]=[C:12]([Cl:20])[C:6]2[C:4](=[C:3]([Cl:2])[C:9]([O:10][CH3:11])=[CH:8][CH:7]=2)[N:5]=1. The catalyst class is: 6. (3) Reactant: Br.C[O:3][C:4]1[CH:5]=[C:6]2[C:11](=[CH:12][C:13]=1[N+:14]([O-:16])=[O:15])[N:10]=[CH:9][NH:8][C:7]2=[O:17]. Product: [N+:14]([C:13]1[CH:12]=[C:11]2[C:6]([C:7]([OH:17])=[N:8][CH:9]=[N:10]2)=[CH:5][C:4]=1[OH:3])([O-:16])=[O:15]. The catalyst class is: 52. (4) Reactant: [CH2:1]1[C@@H:5]2[CH2:6][NH:7][CH2:8][CH2:9][N:4]2[C:3](=[O:10])[O:2]1.Cl[C:12]1[C:21]2[C:16](=[CH:17][C:18]([Cl:22])=[CH:19][CH:20]=2)[CH:15]=[N:14][N:13]=1. Product: [Cl:22][C:18]1[CH:17]=[C:16]2[C:21](=[CH:20][CH:19]=1)[C:12]([N:7]1[CH2:8][CH2:9][N:4]3[C:3](=[O:10])[O:2][CH2:1][C@@H:5]3[CH2:6]1)=[N:13][N:14]=[CH:15]2. The catalyst class is: 3. (5) Reactant: [CH3:1][P:2](=[O:7])([O:5][CH3:6])[O:3][CH3:4].[Li]CCCC.[O:13]1[CH2:18][CH2:17][CH:16]([C:19](OCC)=[O:20])[CH2:15][CH2:14]1. Product: [O:13]1[CH2:18][CH2:17][CH:16]([C:19](=[O:20])[CH2:1][P:2](=[O:7])([O:5][CH3:6])[O:3][CH3:4])[CH2:15][CH2:14]1. The catalyst class is: 1. (6) Reactant: [Br:1][C:2]1[CH:3]=[C:4]([C:8]2([C:15]3[CH:20]=[CH:19][C:18]([O:21][CH:22]([F:24])[F:23])=[C:17]([CH3:25])[CH:16]=3)[NH:13][C:12](=O)[CH2:11][O:10][CH2:9]2)[CH:5]=[CH:6][CH:7]=1.F[B-](F)(F)F.C[O+](C)C.[Cl-].[NH4+:36]. Product: [Br:1][C:2]1[CH:3]=[C:4]([C:8]2([C:15]3[CH:20]=[CH:19][C:18]([O:21][CH:22]([F:24])[F:23])=[C:17]([CH3:25])[CH:16]=3)[CH2:9][O:10][CH2:11][C:12]([NH2:36])=[N:13]2)[CH:5]=[CH:6][CH:7]=1. The catalyst class is: 4. (7) Reactant: S(Cl)([Cl:3])=O.[CH2:5]([N:12]([CH2:16][C:17]1[N:18]=[CH:19][NH:20][C:21]=1[C:22]([O:24][CH3:25])=[O:23])[CH2:13][CH2:14]O)[C:6]1[CH:11]=[CH:10][CH:9]=[CH:8][CH:7]=1. Product: [CH2:5]([N:12]([CH2:16][C:17]1[N:18]=[CH:19][NH:20][C:21]=1[C:22]([O:24][CH3:25])=[O:23])[CH2:13][CH2:14][Cl:3])[C:6]1[CH:11]=[CH:10][CH:9]=[CH:8][CH:7]=1. The catalyst class is: 2.